From a dataset of Full USPTO retrosynthesis dataset with 1.9M reactions from patents (1976-2016). Predict the reactants needed to synthesize the given product. The reactants are: CS(O[CH2:6][C:7]1[C:16]([Cl:17])=[C:15]2[C:10]([C:11](=[O:31])[N:12]([CH2:18][C:19]3[CH:24]=[C:23]([Cl:25])[CH:22]=[CH:21][C:20]=3[S:26]([CH2:29][CH3:30])(=[O:28])=[O:27])[CH:13]=[N:14]2)=[CH:9][C:8]=1[C:32]([F:35])([F:34])[F:33])(=O)=O.[NH:36]1[CH2:41][CH2:40][NH:39][CH2:38][C:37]1=[O:42].C(=O)([O-])[O-].[K+].[K+]. Given the product [Cl:17][C:16]1[C:7]([CH2:6][N:39]2[CH2:40][CH2:41][NH:36][C:37](=[O:42])[CH2:38]2)=[C:8]([C:32]([F:35])([F:34])[F:33])[CH:9]=[C:10]2[C:15]=1[N:14]=[CH:13][N:12]([CH2:18][C:19]1[CH:24]=[C:23]([Cl:25])[CH:22]=[CH:21][C:20]=1[S:26]([CH2:29][CH3:30])(=[O:28])=[O:27])[C:11]2=[O:31], predict the reactants needed to synthesize it.